Dataset: Full USPTO retrosynthesis dataset with 1.9M reactions from patents (1976-2016). Task: Predict the reactants needed to synthesize the given product. (1) Given the product [CH3:1][O:2][C:3]([CH:5]1[CH:10]([N:11]([S:13]([C:16]2[CH:17]=[CH:18][C:19]([OH:22])=[CH:20][CH:21]=2)(=[O:15])=[O:14])[CH3:12])[CH:9]2[CH2:30][CH:6]1[CH2:7][CH2:8]2)=[O:4], predict the reactants needed to synthesize it. The reactants are: [CH3:1][O:2][C:3]([CH:5]1[CH:10]([N:11]([S:13]([C:16]2[CH:21]=[CH:20][C:19]([O:22]CC3C=CC=CC=3)=[CH:18][CH:17]=2)(=[O:15])=[O:14])[CH3:12])[CH:9]2[CH2:30][CH:6]1[CH:7]=[CH:8]2)=[O:4]. (2) Given the product [F:1][C:2]([F:34])([F:33])[C:3]1[CH:4]=[C:5]([C@H:13]2[O:17][C:16](=[O:18])[N:15]([CH2:19][C:20]3[CH:27]=[C:26]([C:28]([F:29])([F:30])[F:31])[CH:25]=[CH:24][C:21]=3[CH:22]=[O:36])[C@H:14]2[CH3:32])[CH:6]=[C:7]([C:9]([F:10])([F:11])[F:12])[CH:8]=1, predict the reactants needed to synthesize it. The reactants are: [F:1][C:2]([F:34])([F:33])[C:3]1[CH:4]=[C:5]([C@H:13]2[O:17][C:16](=[O:18])[N:15]([CH2:19][C:20]3[CH:27]=[C:26]([C:28]([F:31])([F:30])[F:29])[CH:25]=[CH:24][C:21]=3[C:22]#N)[C@H:14]2[CH3:32])[CH:6]=[C:7]([C:9]([F:12])([F:11])[F:10])[CH:8]=1.C(O)=[O:36]. (3) The reactants are: [CH3:1][O:2][C:3](=[O:24])[CH:4]([C:11]1[CH:16]=[CH:15][C:14]([S:17]([CH3:20])(=[O:19])=[O:18])=[C:13]([N+:21]([O-])=O)[CH:12]=1)[CH2:5][CH:6]1[CH2:10][CH2:9][CH2:8][CH2:7]1.[Cl-].[NH4+]. Given the product [CH3:1][O:2][C:3](=[O:24])[CH:4]([C:11]1[CH:16]=[CH:15][C:14]([S:17]([CH3:20])(=[O:18])=[O:19])=[C:13]([NH2:21])[CH:12]=1)[CH2:5][CH:6]1[CH2:7][CH2:8][CH2:9][CH2:10]1, predict the reactants needed to synthesize it. (4) The reactants are: Br[CH2:2][C:3]1[N:4]=[C:5]([C:13]2[CH:18]=[CH:17][C:16]([C:19]([F:22])([F:21])[F:20])=[CH:15][CH:14]=2)[S:6][C:7]=1[C:8]([O:10][CH2:11][CH3:12])=[O:9].CN(C=[O:27])C. Given the product [OH:27][CH2:2][C:3]1[N:4]=[C:5]([C:13]2[CH:18]=[CH:17][C:16]([C:19]([F:22])([F:21])[F:20])=[CH:15][CH:14]=2)[S:6][C:7]=1[C:8]([O:10][CH2:11][CH3:12])=[O:9], predict the reactants needed to synthesize it. (5) Given the product [CH3:7][S:8](=[O:10])([S:5][C:2]([CH3:4])([CH3:3])[CH3:1])=[O:9], predict the reactants needed to synthesize it. The reactants are: [CH3:1][C:2]([S-:5])([CH3:4])[CH3:3].[Na+].[CH3:7][S:8](Cl)(=[O:10])=[O:9]. (6) Given the product [Cl:1][C:2]1[CH:3]=[CH:4][C:5]([C:8]2[S:17][C:11]3[C:12](=[O:16])[N:13]([CH2:27][C:28]4[CH:33]=[CH:32][CH:31]=[C:30]([OH:34])[CH:29]=4)[N:14]=[CH:15][C:10]=3[CH:9]=2)=[CH:6][CH:7]=1, predict the reactants needed to synthesize it. The reactants are: [Cl:1][C:2]1[CH:7]=[CH:6][C:5]([C:8]2[S:17][C:11]3[C:12](=[O:16])[NH:13][N:14]=[CH:15][C:10]=3[CH:9]=2)=[CH:4][CH:3]=1.N#N.[H-].[Na+].CS(O[CH2:27][C:28]1[CH:33]=[CH:32][CH:31]=[C:30]([O:34]S(C)(=O)=O)[CH:29]=1)(=O)=O.[OH-].[K+]. (7) Given the product [CH2:1]([NH:8][C:9]1[CH:10]=[CH:11][CH:12]=[C:13]([NH:15][CH2:16][C:18]2[CH:22]=[C:21]([C:23]3[CH:24]=[CH:25][C:26]([F:29])=[CH:27][CH:28]=3)[NH:20][N:19]=2)[N:14]=1)[C:2]1[CH:7]=[CH:6][CH:5]=[CH:4][CH:3]=1, predict the reactants needed to synthesize it. The reactants are: [CH2:1]([NH:8][C:9]1[N:14]=[C:13]([NH:15][C:16]([C:18]2[CH:22]=[C:21]([C:23]3[CH:28]=[CH:27][C:26]([F:29])=[CH:25][CH:24]=3)[N:20](C3CCCCO3)[N:19]=2)=O)[CH:12]=[CH:11][CH:10]=1)[C:2]1[CH:7]=[CH:6][CH:5]=[CH:4][CH:3]=1.CO.Cl. (8) Given the product [C:1]1([C@H:13]2[C@H:17]([C:18]3[C:26]4[C:21](=[CH:22][CH:23]=[CH:24][CH:25]=4)[NH:20][CH:19]=3)[CH2:16][NH:15][C:14]2=[O:27])[C:11]2=[C:12]3[C:7](=[CH:8][CH:9]=[CH:10]2)[CH2:6][CH2:5][CH2:4][N:3]3[CH:2]=1, predict the reactants needed to synthesize it. The reactants are: [C:1]1([C:13]2[C:14](=[O:27])[NH:15][CH2:16][C:17]=2[C:18]2[C:26]3[C:21](=[CH:22][CH:23]=[CH:24][CH:25]=3)[NH:20][CH:19]=2)[C:11]2=[C:12]3[C:7](=[CH:8][CH:9]=[CH:10]2)[CH2:6][CH2:5][CH2:4][N:3]3[CH:2]=1.[Mg]. (9) The reactants are: [NH2:1][C:2]1[C:7](=[O:8])[N:6]([CH2:9][C:10]([OH:12])=O)[C:5]([C:13]2[CH:18]=[CH:17][CH:16]=[CH:15][CH:14]=2)=[N:4][CH:3]=1.N1(CS([O-])(=O)=O)C2C=CC=CC=2N=N1.C(N(CC)CC)C.Cl.[NH2:41][CH:42]([CH:54]([CH3:56])[CH3:55])[C:43]([C:45]1[O:46][C:47]([C:50]([CH3:53])([CH3:52])[CH3:51])=[N:48][N:49]=1)=[O:44]. Given the product [C:50]([C:47]1[O:46][C:45]([C:43]([CH:42]([NH:41][C:10](=[O:12])[CH2:9][N:6]2[C:7](=[O:8])[C:2]([NH2:1])=[CH:3][N:4]=[C:5]2[C:13]2[CH:18]=[CH:17][CH:16]=[CH:15][CH:14]=2)[CH:54]([CH3:55])[CH3:56])=[O:44])=[N:49][N:48]=1)([CH3:53])([CH3:52])[CH3:51], predict the reactants needed to synthesize it.